Dataset: NCI-60 drug combinations with 297,098 pairs across 59 cell lines. Task: Regression. Given two drug SMILES strings and cell line genomic features, predict the synergy score measuring deviation from expected non-interaction effect. (1) Cell line: SNB-19. Synergy scores: CSS=21.4, Synergy_ZIP=-5.15, Synergy_Bliss=-2.02, Synergy_Loewe=-27.7, Synergy_HSA=-2.24. Drug 2: CN(CCCl)CCCl.Cl. Drug 1: CN(CC1=CN=C2C(=N1)C(=NC(=N2)N)N)C3=CC=C(C=C3)C(=O)NC(CCC(=O)O)C(=O)O. (2) Synergy scores: CSS=-0.426, Synergy_ZIP=-2.08, Synergy_Bliss=-5.17, Synergy_Loewe=-5.82, Synergy_HSA=-4.62. Drug 2: C1CC(=O)NC(=O)C1N2C(=O)C3=CC=CC=C3C2=O. Drug 1: C1=CC=C(C(=C1)C(C2=CC=C(C=C2)Cl)C(Cl)Cl)Cl. Cell line: SR. (3) Drug 2: CS(=O)(=O)CCNCC1=CC=C(O1)C2=CC3=C(C=C2)N=CN=C3NC4=CC(=C(C=C4)OCC5=CC(=CC=C5)F)Cl. Synergy scores: CSS=54.5, Synergy_ZIP=-0.475, Synergy_Bliss=3.30, Synergy_Loewe=-4.38, Synergy_HSA=5.88. Cell line: NCI-H522. Drug 1: C1=CC(=C2C(=C1NCCNCCO)C(=O)C3=C(C=CC(=C3C2=O)O)O)NCCNCCO. (4) Drug 1: CNC(=O)C1=NC=CC(=C1)OC2=CC=C(C=C2)NC(=O)NC3=CC(=C(C=C3)Cl)C(F)(F)F. Drug 2: N.N.Cl[Pt+2]Cl. Cell line: SK-MEL-28. Synergy scores: CSS=20.4, Synergy_ZIP=-0.187, Synergy_Bliss=-0.120, Synergy_Loewe=-24.2, Synergy_HSA=-2.78. (5) Synergy scores: CSS=1.75, Synergy_ZIP=-2.43, Synergy_Bliss=-1.75, Synergy_Loewe=-1.50, Synergy_HSA=-2.51. Cell line: SK-MEL-5. Drug 1: CC(C)(C#N)C1=CC(=CC(=C1)CN2C=NC=N2)C(C)(C)C#N. Drug 2: CC12CCC3C(C1CCC2OP(=O)(O)O)CCC4=C3C=CC(=C4)OC(=O)N(CCCl)CCCl.[Na+]. (6) Drug 1: CCCS(=O)(=O)NC1=C(C(=C(C=C1)F)C(=O)C2=CNC3=C2C=C(C=N3)C4=CC=C(C=C4)Cl)F. Drug 2: C1=CN(C(=O)N=C1N)C2C(C(C(O2)CO)O)O.Cl. Cell line: RXF 393. Synergy scores: CSS=24.1, Synergy_ZIP=-1.63, Synergy_Bliss=5.44, Synergy_Loewe=3.24, Synergy_HSA=8.23. (7) Drug 1: C1=C(C(=O)NC(=O)N1)N(CCCl)CCCl. Drug 2: CCN(CC)CCCC(C)NC1=C2C=C(C=CC2=NC3=C1C=CC(=C3)Cl)OC. Cell line: HOP-92. Synergy scores: CSS=39.4, Synergy_ZIP=-14.2, Synergy_Bliss=-9.07, Synergy_Loewe=-7.34, Synergy_HSA=-3.52. (8) Drug 1: CC12CCC3C(C1CCC2=O)CC(=C)C4=CC(=O)C=CC34C. Drug 2: C1=CC(=CC=C1C#N)C(C2=CC=C(C=C2)C#N)N3C=NC=N3. Cell line: A498. Synergy scores: CSS=15.2, Synergy_ZIP=0.954, Synergy_Bliss=0.923, Synergy_Loewe=0.719, Synergy_HSA=0.248. (9) Drug 1: C1=NC2=C(N=C(N=C2N1C3C(C(C(O3)CO)O)O)F)N. Drug 2: C1C(C(OC1N2C=NC3=C2NC=NCC3O)CO)O. Cell line: SW-620. Synergy scores: CSS=36.2, Synergy_ZIP=19.7, Synergy_Bliss=20.6, Synergy_Loewe=25.0, Synergy_HSA=20.3.